From a dataset of Reaction yield outcomes from USPTO patents with 853,638 reactions. Predict the reaction yield, written as a fraction of the theoretical maximum amount of product (1.0 means a 100% yield; for example, 0.34 means a 34% yield). The reactants are Br[C:2]1[N:7]=[C:6]([C:8]([O:10][CH3:11])=[O:9])[CH:5]=[CH:4][C:3]=1[F:12].[F:13][C:14]1[CH:15]=[C:16]2[C:21](=[C:22]([F:33])[C:23]=1B1OC(C)(C)C(C)(C)O1)[O:20][CH2:19][CH2:18][C:17]2([CH3:35])[OH:34]. No catalyst specified. The product is [F:13][C:14]1[CH:15]=[C:16]2[C:21](=[C:22]([F:33])[C:23]=1[C:2]1[N:7]=[C:6]([C:8]([O:10][CH3:11])=[O:9])[CH:5]=[CH:4][C:3]=1[F:12])[O:20][CH2:19][CH2:18][C:17]2([OH:34])[CH3:35]. The yield is 1.00.